Task: Predict the reaction yield, written as a fraction of the theoretical maximum amount of product (1.0 means a 100% yield; for example, 0.34 means a 34% yield).. Dataset: Buchwald-Hartwig C-N cross coupling reaction yields with 55,370 reactions (1) The reactants are FC(F)(F)c1ccc(Cl)cc1.Cc1ccc(N)cc1.O=S(=O)(O[Pd]1c2ccccc2-c2ccccc2N~1)C(F)(F)F.CC(C)c1cc(C(C)C)c(-c2ccccc2P(C2CCCCC2)C2CCCCC2)c(C(C)C)c1.CCN=P(N=P(N(C)C)(N(C)C)N(C)C)(N(C)C)N(C)C.c1ccc(-c2ccon2)cc1. No catalyst specified. The product is Cc1ccc(Nc2ccc(C(F)(F)F)cc2)cc1. The yield is 0.0297. (2) The reactants are Clc1ccccn1.Cc1ccc(N)cc1.O=S(=O)(O[Pd]1c2ccccc2-c2ccccc2N~1)C(F)(F)F.CC(C)c1cc(C(C)C)c(-c2ccccc2P(C(C)(C)C)C(C)(C)C)c(C(C)C)c1.CN1CCCN2CCCN=C12.Cc1cc(-n2cccc2)no1. No catalyst specified. The product is Cc1ccc(Nc2ccccn2)cc1. The yield is 0.838. (3) The product is CCc1ccc(Nc2ccc(C)cc2)cc1. The reactants are CCc1ccc(Br)cc1.Cc1ccc(N)cc1.O=S(=O)(O[Pd]1c2ccccc2-c2ccccc2N~1)C(F)(F)F.CC(C)c1cc(C(C)C)c(-c2ccccc2P(C(C)(C)C)C(C)(C)C)c(C(C)C)c1.CCN=P(N=P(N(C)C)(N(C)C)N(C)C)(N(C)C)N(C)C.COC(=O)c1ccno1. No catalyst specified. The yield is 0.165. (4) The reactants are Clc1cccnc1.Cc1ccc(N)cc1.O=S(=O)(O[Pd]1c2ccccc2-c2ccccc2N~1)C(F)(F)F.CC(C)c1cc(C(C)C)c(-c2ccccc2P(C(C)(C)C)C(C)(C)C)c(C(C)C)c1.CCN=P(N=P(N(C)C)(N(C)C)N(C)C)(N(C)C)N(C)C.CCOC(=O)c1cc(C)no1. No catalyst specified. The product is Cc1ccc(Nc2cccnc2)cc1. The yield is 0.0611. (5) The reactants are Ic1ccccn1.Cc1ccc(N)cc1.O=S(=O)(O[Pd]1c2ccccc2-c2ccccc2N~1)C(F)(F)F.COc1ccc(OC)c(P(C(C)(C)C)C(C)(C)C)c1-c1c(C(C)C)cc(C(C)C)cc1C(C)C.CN(C)C(=NC(C)(C)C)N(C)C.COC(=O)c1cc(-c2cccs2)on1. No catalyst specified. The product is Cc1ccc(Nc2ccccn2)cc1. The yield is 0.667. (6) The reactants are Clc1ccccn1.Cc1ccc(N)cc1.O=S(=O)(O[Pd]1c2ccccc2-c2ccccc2N~1)C(F)(F)F.COc1ccc(OC)c(P(C(C)(C)C)C(C)(C)C)c1-c1c(C(C)C)cc(C(C)C)cc1C(C)C.CN(C)C(=NC(C)(C)C)N(C)C.CCOC(=O)c1cc(C)no1. No catalyst specified. The product is Cc1ccc(Nc2ccccn2)cc1. The yield is 0.546.